This data is from Peptide-MHC class I binding affinity with 185,985 pairs from IEDB/IMGT. The task is: Regression. Given a peptide amino acid sequence and an MHC pseudo amino acid sequence, predict their binding affinity value. This is MHC class I binding data. (1) The peptide sequence is KQIMECSRM. The MHC is HLA-A02:02 with pseudo-sequence HLA-A02:02. The binding affinity (normalized) is 0.223. (2) The peptide sequence is AYIDNYNKV. The MHC is Patr-A0301 with pseudo-sequence Patr-A0301. The binding affinity (normalized) is 0. (3) The peptide sequence is STNTLPTEY. The MHC is HLA-A01:01 with pseudo-sequence HLA-A01:01. The binding affinity (normalized) is 0.588. (4) The peptide sequence is NDLQFGFGW. The MHC is HLA-B44:03 with pseudo-sequence HLA-B44:03. The binding affinity (normalized) is 0.664. (5) The peptide sequence is AENLWVTVT. The MHC is Mamu-A11 with pseudo-sequence Mamu-A11. The binding affinity (normalized) is 0.663. (6) The peptide sequence is GRDHVRVTL. The MHC is HLA-A26:01 with pseudo-sequence HLA-A26:01. The binding affinity (normalized) is 0.0847.